The task is: Predict the reactants needed to synthesize the given product.. This data is from Full USPTO retrosynthesis dataset with 1.9M reactions from patents (1976-2016). (1) Given the product [Cl:12][C:13]1[CH:18]=[CH:17][C:16]([C:19]([CH3:32])([CH3:31])[CH:20]([NH:21][S:22]([C:24]2[CH:25]=[CH:26][C:27]([CH3:30])=[CH:28][CH:29]=2)=[O:23])[C:1]#[N:2])=[CH:15][CH:14]=1, predict the reactants needed to synthesize it. The reactants are: [C-:1]#[N:2].C([Al+]CC)C.C(O)(C)C.[Cl:12][C:13]1[CH:18]=[CH:17][C:16]([C:19]([CH3:32])([CH3:31])[CH:20]=[N:21][S@@:22]([C:24]2[CH:29]=[CH:28][C:27]([CH3:30])=[CH:26][CH:25]=2)=[O:23])=[CH:15][CH:14]=1. (2) Given the product [N:6]1[C:5]2[CH:7]=[CH:8][CH:9]=[CH:10][C:4]=2[NH:3][C:2]=1[NH:15][C:14]1[CH:16]=[CH:17][C:18]([F:19])=[C:12]([Cl:11])[CH:13]=1, predict the reactants needed to synthesize it. The reactants are: Cl[C:2]1[NH:3][C:4]2[CH:10]=[CH:9][CH:8]=[CH:7][C:5]=2[N:6]=1.[Cl:11][C:12]1[CH:13]=[C:14]([CH:16]=[CH:17][C:18]=1[F:19])[NH2:15]. (3) The reactants are: CN(C(ON1N=NC2C=CC=NC1=2)=[N+](C)C)C.F[P-](F)(F)(F)(F)F.[C:25]([O:29][C:30]([N:32]1[CH2:37][CH2:36][C:35]([C:41]#[N:42])([C:38]([OH:40])=O)[CH2:34][CH2:33]1)=[O:31])([CH3:28])([CH3:27])[CH3:26].CCN(C(C)C)C(C)C.[CH3:52][C:53]1[CH:54]=[CH:55][C:56]([NH2:59])=[N:57][CH:58]=1. Given the product [C:41]([C:35]1([C:38](=[O:40])[NH:59][C:56]2[CH:55]=[CH:54][C:53]([CH3:52])=[CH:58][N:57]=2)[CH2:34][CH2:33][N:32]([C:30]([O:29][C:25]([CH3:26])([CH3:27])[CH3:28])=[O:31])[CH2:37][CH2:36]1)#[N:42], predict the reactants needed to synthesize it. (4) Given the product [OH:12][C:9]1[CH:10]=[C:11]2[C:6]([CH:5]=[CH:4][CH:3]=[C:2]2[NH:1][C:18](=[O:19])[O:17][C:13]([CH3:16])([CH3:15])[CH3:14])=[CH:7][CH:8]=1, predict the reactants needed to synthesize it. The reactants are: [NH2:1][C:2]1[CH:3]=[CH:4][CH:5]=[C:6]2[C:11]=1[CH:10]=[C:9]([OH:12])[CH:8]=[CH:7]2.[C:13]([O:17][C:18](O[C:18]([O:17][C:13]([CH3:16])([CH3:15])[CH3:14])=[O:19])=[O:19])([CH3:16])([CH3:15])[CH3:14].C(=O)([O-])[O-].[Na+].[Na+]. (5) The reactants are: [CH3:1][O:2][C:3]1[CH:4]=[C:5]([NH:15][C:16]([NH2:18])=S)[CH:6]=[CH:7][C:8]=1[N:9]1[CH:13]=[C:12]([CH3:14])[N:11]=[CH:10]1.[Cl:19][C:20]1[CH:25]=[CH:24][C:23]([CH2:26][C:27]([NH:29][NH2:30])=O)=[CH:22][CH:21]=1. Given the product [Cl:19][C:20]1[CH:25]=[CH:24][C:23]([CH2:26][C:27]2[NH:18][C:16]([NH:15][C:5]3[CH:6]=[CH:7][C:8]([N:9]4[CH:13]=[C:12]([CH3:14])[N:11]=[CH:10]4)=[C:3]([O:2][CH3:1])[CH:4]=3)=[N:30][N:29]=2)=[CH:22][CH:21]=1, predict the reactants needed to synthesize it.